From a dataset of Reaction yield outcomes from USPTO patents with 853,638 reactions. Predict the reaction yield, written as a fraction of the theoretical maximum amount of product (1.0 means a 100% yield; for example, 0.34 means a 34% yield). (1) The reactants are [Br:1][C:2]1[C:3]([C:9]([F:12])([F:11])[F:10])=[N:4][CH:5]=[C:6](Br)[CH:7]=1.[CH2:13]([O:15]/[CH:16]=[CH:17]/B1OC(C)(C)C(C)(C)O1)[CH3:14].COCCOC.C(=O)([O-])[O-].[Na+].[Na+]. The catalyst is O.[Pd].C1(P(C2C=CC=CC=2)C2C=CC=CC=2)C=CC=CC=1.C1(P(C2C=CC=CC=2)C2C=CC=CC=2)C=CC=CC=1.C1(P(C2C=CC=CC=2)C2C=CC=CC=2)C=CC=CC=1.C1(P(C2C=CC=CC=2)C2C=CC=CC=2)C=CC=CC=1.CCOC(C)=O. The product is [Br:1][C:2]1[C:3]([C:9]([F:12])([F:11])[F:10])=[N:4][CH:5]=[C:6](/[CH:14]=[CH:13]/[O:15][CH2:16][CH3:17])[CH:7]=1. The yield is 0.380. (2) The reactants are [NH2:1][CH:2]([C:9]1[CH:14]=[CH:13][CH:12]=[CH:11][CH:10]=1)[C:3]([N:6]([CH3:8])[CH3:7])([CH3:5])[CH3:4].[CH3:15][O:16][C:17]1[CH:25]=[CH:24][CH:23]=[C:22]([CH3:26])[C:18]=1[C:19](O)=[O:20].C1C=CC2N(O)N=NC=2C=1.C1CCC(N=C=NC2CCCCC2)CC1. The catalyst is C(Cl)Cl. The product is [CH3:8][N:6]([CH3:7])[C:3]([CH3:5])([CH3:4])[CH:2]([NH:1][C:19](=[O:20])[C:18]1[C:17]([O:16][CH3:15])=[CH:25][CH:24]=[CH:23][C:22]=1[CH3:26])[C:9]1[CH:10]=[CH:11][CH:12]=[CH:13][CH:14]=1. The yield is 0.880. (3) The reactants are [CH2:1]([C:8]1[CH:9]=[C:10]([N:14]2[CH2:19][CH2:18][NH:17][CH2:16][C@@H:15]2[CH:20]([CH3:22])[CH3:21])[CH:11]=[CH:12][CH:13]=1)[C:2]1[CH:7]=[CH:6][CH:5]=[CH:4][CH:3]=1.Br[C:24]1[CH:29]=[CH:28][CH:27]=[CH:26][C:25]=1[CH:30]([CH3:32])[CH3:31].CC([O-])(C)C.[Na+].COCCOC.CCO. The catalyst is C1(C)C=CC=CC=1.CCOCC.C1(P(C2C=CC=CC=2)C2C=CC=CC=2C2C=CC=CC=2N(C)C)C=CC=CC=1. The product is [CH2:1]([C:8]1[CH:9]=[C:10]([N:14]2[CH2:19][CH2:18][N:17]([C:24]3[CH:29]=[CH:28][CH:27]=[CH:26][C:25]=3[CH:30]([CH3:32])[CH3:31])[CH2:16][C@@H:15]2[CH:20]([CH3:22])[CH3:21])[CH:11]=[CH:12][CH:13]=1)[C:2]1[CH:3]=[CH:4][CH:5]=[CH:6][CH:7]=1. The yield is 0.622. (4) The catalyst is C(O)C.O. The reactants are CN[C:3]([C:5]1[CH:10]=[C:9]([O:11][C:12]2[CH:17]=[CH:16][C:15]([NH2:18])=[CH:14][CH:13]=2)[CH:8]=[CH:7][N:6]=1)=[O:4].[OH-:19].[K+].Cl.[CH3:22][Si](Cl)(C)C. The product is [CH3:22][O:19][C:3]([C:5]1[CH:10]=[C:9]([O:11][C:12]2[CH:17]=[CH:16][C:15]([NH2:18])=[CH:14][CH:13]=2)[CH:8]=[CH:7][N:6]=1)=[O:4]. The yield is 0.420.